Dataset: Catalyst prediction with 721,799 reactions and 888 catalyst types from USPTO. Task: Predict which catalyst facilitates the given reaction. (1) The catalyst class is: 45. Product: [F:1][C:2]1[CH:3]=[CH:4][C:5]([NH:9][C:10]([C:12]2[C:17]([NH:18][C:21]3[CH:22]=[N:23][CH:24]=[CH:25][CH:26]=3)=[CH:16][CH:15]=[C:14]([CH3:19])[N:13]=2)=[O:11])=[N:6][C:7]=1[CH3:8]. Reactant: [F:1][C:2]1[CH:3]=[CH:4][C:5]([NH:9][C:10]([C:12]2[C:17]([NH2:18])=[CH:16][CH:15]=[C:14]([CH3:19])[N:13]=2)=[O:11])=[N:6][C:7]=1[CH3:8].Br[C:21]1[CH:22]=[N:23][CH:24]=[CH:25][CH:26]=1. (2) Reactant: [CH3:1][C:2]1[C:6]2[C:7](=[O:20])[N:8]([CH2:12][CH2:13][N:14]3[CH2:19][CH2:18][CH2:17][CH2:16][CH2:15]3)[CH2:9][CH2:10][CH2:11][C:5]=2[NH:4][C:3]=1C=O.[F:23][C:24]1[CH:25]=[C:26]2[C:30](=[CH:31][CH:32]=1)[NH:29][C:28](=[O:33])[CH2:27]2.N1CCCC[CH2:35]1. Product: [F:23][C:24]1[CH:25]=[C:26]2[C:30](=[CH:31][CH:32]=1)[NH:29][C:28](=[O:33])[C:27]2=[CH:35][N:4]1[C:5]2[CH2:11][CH2:10][CH2:9][N:8]([CH2:12][CH2:13][N:14]3[CH2:19][CH2:18][CH2:17][CH2:16][CH2:15]3)[C:7](=[O:20])[C:6]=2[C:2]([CH3:1])=[CH:3]1. The catalyst class is: 8.